This data is from Retrosynthesis with 50K atom-mapped reactions and 10 reaction types from USPTO. The task is: Predict the reactants needed to synthesize the given product. (1) The reactants are: CCCC[Sn](CCCC)(CCCC)N=[N+]=[N-].COc1cccc2c1C(=O)c1c(OC)cc(C#N)cc1C2=O. Given the product COc1cccc2c1C(=O)c1c(OC)cc(-c3nnn[nH]3)cc1C2=O, predict the reactants needed to synthesize it. (2) Given the product N#Cc1cnc(NC2CCC(O)C(F)C2)c2c1[nH]c1ccc(F)cc12, predict the reactants needed to synthesize it. The reactants are: CC(C)(C)[Si](C)(C)OC1CCC(Nc2ncc(C#N)c3[nH]c4ccc(F)cc4c23)CC1F. (3) Given the product O=C(Nc1ccc2c(c1)CCC2=O)c1cc(Cl)ccc1Cl, predict the reactants needed to synthesize it. The reactants are: Nc1ccc2c(c1)CCC2=O.O=C(O)c1cc(Cl)ccc1Cl. (4) Given the product O=CCCc1ccc(-c2cnc3c(-c4ccccc4)cnn3c2)cc1, predict the reactants needed to synthesize it. The reactants are: OCCCc1ccc(-c2cnc3c(-c4ccccc4)cnn3c2)cc1. (5) Given the product CCNCCCCOCc1cc(Br)ccc1F, predict the reactants needed to synthesize it. The reactants are: CCN.Fc1ccc(Br)cc1COCCCCBr.